From a dataset of CYP1A2 inhibition data for predicting drug metabolism from PubChem BioAssay. Regression/Classification. Given a drug SMILES string, predict its absorption, distribution, metabolism, or excretion properties. Task type varies by dataset: regression for continuous measurements (e.g., permeability, clearance, half-life) or binary classification for categorical outcomes (e.g., BBB penetration, CYP inhibition). Dataset: cyp1a2_veith. (1) The compound is COc1cccc2[nH]c3c(N4CC(C)CC(C)C4)ncnc3c12. The result is 1 (inhibitor). (2) The drug is Cc1cc(C)n2nc(SCN3C(=O)c4ccccc4C3=O)nc2n1. The result is 0 (non-inhibitor). (3) The molecule is COCCn1c(=O)c(C)nc2cnc(N3CCNCC3)nc21. The result is 1 (inhibitor). (4) The drug is CC1(C)CC(=O)c2cn3ncnc3nc2C1. The result is 0 (non-inhibitor). (5) The drug is c1ccc(CN(CC2=NCCN2)c2ccccc2)cc1. The result is 0 (non-inhibitor).